Dataset: Catalyst prediction with 721,799 reactions and 888 catalyst types from USPTO. Task: Predict which catalyst facilitates the given reaction. (1) Reactant: CC(C)([O-])C.[K+].[Br:7][C:8]1[C:9]([CH3:20])=[C:10]([CH3:19])[C:11]2[O:15][CH2:14][C:13](=[O:16])[C:12]=2[C:17]=1[CH3:18].Br[CH2:22][CH2:23][O:24][CH2:25][CH2:26]Br.[Cl-].[NH4+]. Product: [Br:7][C:8]1[C:9]([CH3:20])=[C:10]([CH3:19])[C:11]2[O:15][C:14]3([CH2:26][CH2:25][O:24][CH2:23][CH2:22]3)[C:13](=[O:16])[C:12]=2[C:17]=1[CH3:18]. The catalyst class is: 1. (2) Reactant: Br[C:2]1[C:3]([NH:9][CH3:10])=[N:4][C:5]([Cl:8])=[N:6][CH:7]=1.O1C=C[CH:13]=[C:12]1P(C1OC=CC=1)C1OC=CC=1.C(C([Sn])=C(CCCC)CCCC)CCC.[F-].[K+]. Product: [Cl:8][C:5]1[N:4]=[C:3]([NH:9][CH3:10])[C:2]([CH:12]=[CH2:13])=[CH:7][N:6]=1. The catalyst class is: 369. (3) Reactant: [CH2:1]([O:8][C:9]([NH:11][C@@H:12]([CH2:17][C:18]1[CH:23]=[CH:22][C:21]([OH:24])=[CH:20][CH:19]=1)[C:13]([O:15][CH3:16])=[O:14])=[O:10])[C:2]1[CH:7]=[CH:6][CH:5]=[CH:4][CH:3]=1.[C:25]([O-])([O-])=O.[K+].[K+].IC. Product: [CH2:1]([O:8][C:9]([NH:11][C@@H:12]([CH2:17][C:18]1[CH:23]=[CH:22][C:21]([O:24][CH3:25])=[CH:20][CH:19]=1)[C:13]([O:15][CH3:16])=[O:14])=[O:10])[C:2]1[CH:3]=[CH:4][CH:5]=[CH:6][CH:7]=1. The catalyst class is: 21. (4) Reactant: [CH3:1][O:2][C:3]([C:5]1[S:9][C:8]2[CH:10]=[C:11](Cl)[CH:12]=[CH:13][C:7]=2[C:6]=1[O:15][CH2:16][C:17]([O:19][C:20]([CH3:23])([CH3:22])[CH3:21])=[O:18])=[O:4].[NH2:24][C:25]1[CH:26]=[C:27](B(O)O)[CH:28]=[CH:29][CH:30]=1.[F-].[K+]. Product: [CH3:1][O:2][C:3]([C:5]1[S:9][C:8]2[CH:10]=[C:11]([C:29]3[CH:28]=[CH:27][CH:26]=[C:25]([NH2:24])[CH:30]=3)[CH:12]=[CH:13][C:7]=2[C:6]=1[O:15][CH2:16][C:17]([O:19][C:20]([CH3:23])([CH3:22])[CH3:21])=[O:18])=[O:4]. The catalyst class is: 110. (5) Reactant: [CH2:1]([N:8]1[C@H:13]([C:14]2[CH:19]=[CH:18][CH:17]=[CH:16][CH:15]=2)[CH2:12][O:11][CH:10]([CH:20]=[O:21])[CH2:9]1)[C:2]1[CH:7]=[CH:6][CH:5]=[CH:4][CH:3]=1.C=O.[O-:24][CH2:25]C.[Na+].[Cl-].[NH4+]. Product: [CH2:1]([N:8]1[C@H:13]([C:14]2[CH:15]=[CH:16][CH:17]=[CH:18][CH:19]=2)[CH2:12][O:11][C:10]([CH2:25][OH:24])([CH2:20][OH:21])[CH2:9]1)[C:2]1[CH:3]=[CH:4][CH:5]=[CH:6][CH:7]=1. The catalyst class is: 815.